This data is from TCR-epitope binding with 47,182 pairs between 192 epitopes and 23,139 TCRs. The task is: Binary Classification. Given a T-cell receptor sequence (or CDR3 region) and an epitope sequence, predict whether binding occurs between them. The epitope is LLWNGPMAV. The TCR CDR3 sequence is CASSDLAGGTDTQYF. Result: 1 (the TCR binds to the epitope).